From a dataset of Forward reaction prediction with 1.9M reactions from USPTO patents (1976-2016). Predict the product of the given reaction. (1) Given the reactants OC1C=CC=CN=1.[C:8]([O:12][C:13](=[O:40])[NH:14][C@H:15]([C@@H:33]1[CH2:37][C@@H:36]([CH3:38])[C:35](=[O:39])[O:34]1)[CH2:16][N:17]1[CH2:22][C:21](=[O:23])[N:20]([C:24]2[CH:29]=[CH:28][CH:27]=[CH:26][C:25]=2[Cl:30])[CH2:19][C:18]1([CH3:32])[CH3:31])([CH3:11])([CH3:10])[CH3:9].[CH3:41][C:42]([CH3:46])([CH3:45])[CH2:43][NH2:44], predict the reaction product. The product is: [C:8]([O:12][C:13](=[O:40])[NH:14][C@@H:15]([CH2:16][N:17]1[CH2:22][C:21](=[O:23])[N:20]([C:24]2[CH:29]=[CH:28][CH:27]=[CH:26][C:25]=2[Cl:30])[CH2:19][C:18]1([CH3:32])[CH3:31])[C@@H:33]([OH:34])[CH2:37][C@H:36]([C:35](=[O:39])[NH:44][CH2:43][C:42]([CH3:46])([CH3:45])[CH3:41])[CH3:38])([CH3:11])([CH3:9])[CH3:10]. (2) Given the reactants C(OC(=O)[NH:7][C@@H:8]1[CH2:12][CH2:11][N:10]([C:13]([C:15]2[CH:23]=[C:22]3[C:18]([C:19]4([CH2:40][CH2:39]4)[CH2:20][N:21]3[C:24]3[N:29]=[CH:28][C:27]([C:30]4[CH:35]=[C:34]([CH:36]5[CH2:38][CH2:37]5)[CH:33]=[CH:32][N:31]=4)=[CH:26][N:25]=3)=[CH:17][CH:16]=2)=[O:14])[CH2:9]1)(C)(C)C.C(O)(C(F)(F)F)=O, predict the reaction product. The product is: [NH2:7][C@@H:8]1[CH2:12][CH2:11][N:10]([C:13]([C:15]2[CH:23]=[C:22]3[C:18]([C:19]4([CH2:40][CH2:39]4)[CH2:20][N:21]3[C:24]3[N:25]=[CH:26][C:27]([C:30]4[CH:35]=[C:34]([CH:36]5[CH2:38][CH2:37]5)[CH:33]=[CH:32][N:31]=4)=[CH:28][N:29]=3)=[CH:17][CH:16]=2)=[O:14])[CH2:9]1.